This data is from Forward reaction prediction with 1.9M reactions from USPTO patents (1976-2016). The task is: Predict the product of the given reaction. (1) Given the reactants [Br:1][C:2]1[NH:6][CH:5]=[C:4]([CH:7]=[O:8])[CH:3]=1.CN(C1C=CC=CN=1)C.C(N(CC)CC)C.[C:25](O[C:25]([O:26][C:27]([CH3:30])([CH3:29])[CH3:28])=[O:31])(=[O:31])[O:26][C:27]([CH3:30])([CH3:29])[CH3:28], predict the reaction product. The product is: [Br:1][C:2]1[N:6]([C:25]([O:26][C:27]([CH3:30])([CH3:29])[CH3:28])=[O:31])[CH:5]=[C:4]([CH:7]=[O:8])[CH:3]=1. (2) Given the reactants [Cl:1][C:2]1[CH:3]=[C:4]([CH:9]2[CH:13]([NH:14][CH3:15])[CH2:12][N:11]([C:16]([CH:18]3[CH2:23][CH2:22][N:21]([C:24]([C:26]4([CH3:29])[CH2:28][CH2:27]4)=[O:25])[CH2:20][CH2:19]3)=[O:17])[CH2:10]2)[CH:5]=[CH:6][C:7]=1[Cl:8].[O:30]1[CH2:35][CH2:34][CH:33]([CH2:36][C:37]([OH:39])=O)[CH2:32][CH2:31]1, predict the reaction product. The product is: [Cl:1][C:2]1[CH:3]=[C:4]([CH:9]2[CH2:10][N:11]([C:16]([CH:18]3[CH2:19][CH2:20][N:21]([C:24]([C:26]4([CH3:29])[CH2:27][CH2:28]4)=[O:25])[CH2:22][CH2:23]3)=[O:17])[CH2:12][CH:13]2[N:14]([CH3:15])[C:37](=[O:39])[CH2:36][CH:33]2[CH2:32][CH2:31][O:30][CH2:35][CH2:34]2)[CH:5]=[CH:6][C:7]=1[Cl:8]. (3) Given the reactants Br[C:2]1[CH:8]=[CH:7][C:5]([NH2:6])=[C:4]([F:9])[CH:3]=1.C([O-])([O-])=O.[K+].[K+].[CH2:16]([O:18][C:19]1[CH:20]=[C:21](B(O)O)[CH:22]=[CH:23][CH:24]=1)[CH3:17].C(OCC)(=O)C, predict the reaction product. The product is: [CH2:16]([O:18][C:19]1[CH:24]=[C:23]([C:2]2[CH:8]=[CH:7][C:5]([NH2:6])=[C:4]([F:9])[CH:3]=2)[CH:22]=[CH:21][CH:20]=1)[CH3:17]. (4) Given the reactants [CH:1]1[N:5]2[C:6]3[C:11]([CH2:12][CH2:13][C:4]2=[N:3][N:2]=1)=[CH:10][C:9]([C:14]1[CH:15]=[C:16]([C:20]2([C:23](OC)=[O:24])[CH2:22][CH2:21]2)[CH:17]=[N:18][CH:19]=1)=[CH:8][CH:7]=3.[C:27](=[N:30]O)([NH2:29])[CH3:28].[O-]CC.[Na+], predict the reaction product. The product is: [CH3:28][C:27]1[N:30]=[C:23]([C:20]2([C:16]3[CH:15]=[C:14]([C:9]4[CH:10]=[C:11]5[C:6](=[CH:7][CH:8]=4)[N:5]4[CH:1]=[N:2][N:3]=[C:4]4[CH2:13][CH2:12]5)[CH:19]=[N:18][CH:17]=3)[CH2:21][CH2:22]2)[O:24][N:29]=1. (5) Given the reactants Br[CH2:2][C:3]([C:5]1[CH:13]=[CH:12][CH:11]=[C:10]2[C:6]=1[C:7]1([C:27]3[C:18](=[CH:19][C:20]4[O:25][CH2:24][CH2:23][O:22][C:21]=4[CH:26]=3)[O:17][CH2:16]1)[C:8](=[O:15])[N:9]2[CH3:14])=O.[C:28]([NH2:31])(=[S:30])[CH3:29], predict the reaction product. The product is: [CH3:14][N:9]1[C:10]2[C:6](=[C:5]([C:3]3[N:31]=[C:28]([CH3:29])[S:30][CH:2]=3)[CH:13]=[CH:12][CH:11]=2)[C:7]2([C:27]3[C:18](=[CH:19][C:20]4[O:25][CH2:24][CH2:23][O:22][C:21]=4[CH:26]=3)[O:17][CH2:16]2)[C:8]1=[O:15].